This data is from Peptide-MHC class II binding affinity with 134,281 pairs from IEDB. The task is: Regression. Given a peptide amino acid sequence and an MHC pseudo amino acid sequence, predict their binding affinity value. This is MHC class II binding data. (1) The peptide sequence is CGRRHSVRIRVRSGG. The MHC is DRB1_1001 with pseudo-sequence DRB1_1001. The binding affinity (normalized) is 0.371. (2) The peptide sequence is LGTCQTLTPMMSSKF. The MHC is HLA-DQA10501-DQB10301 with pseudo-sequence HLA-DQA10501-DQB10301. The binding affinity (normalized) is 0.273. (3) The peptide sequence is YLGLEVLTRARAALT. The MHC is DRB1_0401 with pseudo-sequence DRB1_0401. The binding affinity (normalized) is 0.0745. (4) The peptide sequence is AAPANDKFTVFEAAF. The MHC is DRB1_0701 with pseudo-sequence DRB1_0701. The binding affinity (normalized) is 0.382. (5) The peptide sequence is GELQIVDKIDAAFWI. The MHC is DRB1_0802 with pseudo-sequence DRB1_0802. The binding affinity (normalized) is 0.426. (6) The peptide sequence is PTSLLISWGHYPLHL. The MHC is HLA-DQA10501-DQB10301 with pseudo-sequence HLA-DQA10501-DQB10301. The binding affinity (normalized) is 0.700.